The task is: Predict the reaction yield, written as a fraction of the theoretical maximum amount of product (1.0 means a 100% yield; for example, 0.34 means a 34% yield).. This data is from Reaction yield outcomes from USPTO patents with 853,638 reactions. (1) The reactants are [Cl:1][C:2]1[CH:3]=[CH:4][CH:5]=[C:6]2[C:11]=1[C:10]([CH2:12][C:13]1[CH:14]=[C:15]([CH:19]=[CH:20][CH:21]=1)[C:16](O)=[O:17])=[N:9][NH:8][C:7]2=[O:22].[CH3:23][O:24][CH:25]1[CH2:30][CH2:29][NH:28][CH2:27][CH2:26]1.C(N(C(C)C)C(C)C)C.CN(C(ON1N=NC2C=CC=CC1=2)=[N+](C)C)C.F[P-](F)(F)(F)(F)F. The catalyst is CN(C=O)C. The product is [Cl:1][C:2]1[CH:3]=[CH:4][CH:5]=[C:6]2[C:11]=1[C:10]([CH2:12][C:13]1[CH:21]=[CH:20][CH:19]=[C:15]([C:16]([N:28]3[CH2:29][CH2:30][CH:25]([O:24][CH3:23])[CH2:26][CH2:27]3)=[O:17])[CH:14]=1)=[N:9][NH:8][C:7]2=[O:22]. The yield is 0.238. (2) The reactants are [NH2:1][C:2]1[C:11]([I:12])=[C:10]([C:13]2[N:17]([CH3:18])[N:16]=[N:15][C:14]=2[CH3:19])[CH:9]=[C:8]2[C:3]=1[CH2:4][CH2:5][NH:6][C:7]2=[O:20].S(Cl)([Cl:24])(=O)=O. The catalyst is C(O)(=O)C. The product is [NH2:1][C:2]1[C:11]([I:12])=[C:10]([C:13]2[N:17]([CH3:18])[N:16]=[N:15][C:14]=2[CH3:19])[C:9]([Cl:24])=[C:8]2[C:3]=1[CH2:4][CH2:5][NH:6][C:7]2=[O:20]. The yield is 0.900. (3) The reactants are [F:1][C:2]1[CH:7]=[CH:6][C:5]([C:8]2[CH:16]=[CH:15][CH:14]=[C:13]3[C:9]=2[CH2:10][C:11](=[O:17])[NH:12]3)=[CH:4][CH:3]=1.[N:18]1([CH2:23][CH2:24][NH:25][C:26]([C:28]2[CH:32]=[C:31]([CH3:33])[NH:30][C:29]=2[CH:34]=O)=[O:27])[CH:22]=[CH:21][N:20]=[N:19]1. The catalyst is C(O)C.N1CCCCC1. The product is [N:18]1([CH2:23][CH2:24][NH:25][C:26]([C:28]2[CH:32]=[C:31]([CH3:33])[NH:30][C:29]=2[CH:34]=[C:10]2[C:9]3[C:13](=[CH:14][CH:15]=[CH:16][C:8]=3[C:5]3[CH:4]=[CH:3][C:2]([F:1])=[CH:7][CH:6]=3)[NH:12][C:11]2=[O:17])=[O:27])[CH:22]=[CH:21][N:20]=[N:19]1. The yield is 0.650. (4) The reactants are [CH3:1][NH2:2].[S:3]1[C:7]2[CH:8]=[CH:9][CH:10]=[CH:11][C:6]=2[CH:5]=[C:4]1[C:12](Cl)=[O:13]. The catalyst is C1COCC1. The product is [CH3:1][NH:2][C:12]([C:4]1[S:3][C:7]2[CH:8]=[CH:9][CH:10]=[CH:11][C:6]=2[CH:5]=1)=[O:13]. The yield is 0.980. (5) The reactants are [F:1][C:2]1[CH:9]=[CH:8][C:5]([NH:6][CH3:7])=[CH:4][CH:3]=1.Br.Br[CH:12]([C:14]1[CH:15]=[C:16]([C:31]([N:33]([CH3:35])[CH3:34])=[O:32])[CH:17]=[C:18]2[C:23]=1[O:22][C:21]([N:24]1[CH2:29][CH2:28][O:27][CH2:26][CH2:25]1)=[CH:20][C:19]2=[O:30])[CH3:13]. No catalyst specified. The product is [F:1][C:2]1[CH:9]=[CH:8][C:5]([N:6]([CH3:7])[CH:12]([C:14]2[CH:15]=[C:16]([C:31]([N:33]([CH3:35])[CH3:34])=[O:32])[CH:17]=[C:18]3[C:23]=2[O:22][C:21]([N:24]2[CH2:29][CH2:28][O:27][CH2:26][CH2:25]2)=[CH:20][C:19]3=[O:30])[CH3:13])=[CH:4][CH:3]=1. The yield is 0.519. (6) The reactants are [F:1][C:2]1[CH:7]=[CH:6][C:5]([CH2:8][NH:9][C@H:10]2[C@@H:16]3[CH2:17][CH2:18][C@@H:12]([C@@H:13]4[C@H:15]3[CH2:14]4)[C@H:11]2[C:19](OC)=[O:20])=[CH:4][CH:3]=1.[CH3:23][S:24]([NH:27][C:28]1[CH:43]=[CH:42][C:31]2[NH:32][C:33]([CH2:38][C:39](O)=[O:40])=[N:34][S:35](=[O:37])(=[O:36])[C:30]=2[CH:29]=1)(=[O:26])=[O:25].CN1CCOCC1.Cl.CN(C)CCCN=C=NCC.C(N(CC)CC)C. The catalyst is CN(C)C=O.C(OCC)(=O)C. The product is [F:1][C:2]1[CH:3]=[CH:4][C:5]([CH2:8][N:9]2[C:39](=[O:40])[C:38]([C:33]3[NH:32][C:31]4[CH:42]=[CH:43][C:28]([NH:27][S:24]([CH3:23])(=[O:26])=[O:25])=[CH:29][C:30]=4[S:35](=[O:37])(=[O:36])[N:34]=3)=[C:19]([OH:20])[C@H:11]3[C@@H:10]2[C@@H:16]2[CH2:17][CH2:18][C@H:12]3[C@@H:13]3[C@H:15]2[CH2:14]3)=[CH:6][CH:7]=1. The yield is 0.800. (7) The reactants are [CH3:1][C:2]1[CH:7]=[C:6]([CH3:8])[CH:5]=[C:4]([CH3:9])[C:3]=1[NH:10][C:11]([C:13]1[S:17][C:16]([NH:18]C(=O)OC(C)(C)C)=[N:15][C:14]=1[CH3:26])=[O:12]. The catalyst is FC(F)(F)C(O)=O. The product is [NH2:18][C:16]1[S:17][C:13]([C:11]([NH:10][C:3]2[C:4]([CH3:9])=[CH:5][C:6]([CH3:8])=[CH:7][C:2]=2[CH3:1])=[O:12])=[C:14]([CH3:26])[N:15]=1. The yield is 0.910. (8) The reactants are [CH3:1][C:2]1[O:6][N:5]=[C:4]([CH2:7][C:8]2[CH:13]=[CH:12][C:11]([N+:14]([O-])=O)=[CH:10][CH:9]=2)[N:3]=1. The catalyst is [Pd].CC([O-])=O.CC([O-])=O.[Pb+2].O1CCCC1. The product is [CH3:1][C:2]1[O:6][N:5]=[C:4]([CH2:7][C:8]2[CH:13]=[CH:12][C:11]([NH2:14])=[CH:10][CH:9]=2)[N:3]=1. The yield is 0.100.